From a dataset of CYP2C19 inhibition data for predicting drug metabolism from PubChem BioAssay. Regression/Classification. Given a drug SMILES string, predict its absorption, distribution, metabolism, or excretion properties. Task type varies by dataset: regression for continuous measurements (e.g., permeability, clearance, half-life) or binary classification for categorical outcomes (e.g., BBB penetration, CYP inhibition). Dataset: cyp2c19_veith. (1) The result is 0 (non-inhibitor). The drug is Cc1nc2cnc(N3CCN(C)CC3)nc2n(-c2ccccc2)c1=O. (2) The molecule is COc1cccc2c1[C@@H]1CN(CCCCn3c(=O)[nH]c4c(sc5ncc(-c6ccccc6)nc54)c3=O)C[C@H]1CO2. The result is 0 (non-inhibitor). (3) The drug is CCNc1ncc2nc(CCc3ccccc3)c(=O)n(Cc3ccc(F)cc3)c2n1. The result is 0 (non-inhibitor). (4) The compound is COC(=O)c1sc2ccccc2c1-n1cccc1C(=O)C(=O)Nc1ccc(Cl)cc1. The result is 1 (inhibitor). (5) The drug is c1ccn(-c2ccc(N3CCOCC3)cc2)c1. The result is 0 (non-inhibitor). (6) The compound is COc1cccc(Nc2ncc3ncc(=O)n(C[C@H]4CCCO4)c3n2)c1. The result is 0 (non-inhibitor). (7) The result is 0 (non-inhibitor). The molecule is CC(=O)NC1=NC(=O)CS1.